Dataset: Full USPTO retrosynthesis dataset with 1.9M reactions from patents (1976-2016). Task: Predict the reactants needed to synthesize the given product. The reactants are: [C:1]([C:4]1[C:9](=[O:10])[C:8]([O:11][CH3:12])=[CH:7][N:6]([C:13]2[CH:18]=[CH:17][C:16]([N:19]3[CH:23]=[CH:22][CH:21]=[N:20]3)=[CH:15][C:14]=2[O:24][CH3:25])[N:5]=1)(=[O:3])[CH3:2].CO[CH:28](OC)[N:29]([CH3:31])[CH3:30]. Given the product [CH3:28][N:29]([CH3:31])[CH:30]=[CH:2][C:1]([C:4]1[C:9](=[O:10])[C:8]([O:11][CH3:12])=[CH:7][N:6]([C:13]2[CH:18]=[CH:17][C:16]([N:19]3[CH:23]=[CH:22][CH:21]=[N:20]3)=[CH:15][C:14]=2[O:24][CH3:25])[N:5]=1)=[O:3], predict the reactants needed to synthesize it.